This data is from TCR-epitope binding with 47,182 pairs between 192 epitopes and 23,139 TCRs. The task is: Binary Classification. Given a T-cell receptor sequence (or CDR3 region) and an epitope sequence, predict whether binding occurs between them. (1) The epitope is RLFRKSNLK. The TCR CDR3 sequence is CASSPEGLAGVHEQYF. Result: 1 (the TCR binds to the epitope). (2) The epitope is FLNGSCGSV. The TCR CDR3 sequence is CASSLSYEQYF. Result: 1 (the TCR binds to the epitope).